From a dataset of Forward reaction prediction with 1.9M reactions from USPTO patents (1976-2016). Predict the product of the given reaction. (1) Given the reactants [Cl:1][C:2]1[CH:3]=[C:4]2[C:10]([C:11]3[N:16]=[C:15]([NH:17][C@H:18]4[CH2:23][CH2:22][CH2:21][NH:20][CH2:19]4)[C:14]([F:24])=[CH:13][N:12]=3)=[CH:9][N:8]([S:25]([C:28]3[CH:33]=[CH:32][C:31]([CH3:34])=[CH:30][CH:29]=3)(=[O:27])=[O:26])[C:5]2=[N:6][CH:7]=1.[NH:35]1[CH:39]=[CH:38][N:37]=[C:36]1[CH:40]=O.[BH-](OC(C)=O)(OC(C)=O)OC(C)=O.[Na+], predict the reaction product. The product is: [NH:35]1[CH:39]=[CH:38][N:37]=[C:36]1[CH2:40][N:20]1[CH2:21][CH2:22][CH2:23][C@H:18]([NH:17][C:15]2[C:14]([F:24])=[CH:13][N:12]=[C:11]([C:10]3[C:4]4[C:5](=[N:6][CH:7]=[C:2]([Cl:1])[CH:3]=4)[N:8]([S:25]([C:28]4[CH:33]=[CH:32][C:31]([CH3:34])=[CH:30][CH:29]=4)(=[O:27])=[O:26])[CH:9]=3)[N:16]=2)[CH2:19]1. (2) Given the reactants Br[C:2]1[CH:10]=[CH:9][CH:8]=[C:7]2[C:3]=1[CH2:4][CH2:5][C:6]2=[O:11].[C:12]([C:16]1[CH:21]=[CH:20][C:19](B(O)O)=[CH:18][CH:17]=1)([CH3:15])([CH3:14])[CH3:13].C(=O)([O-])[O-].[Na+].[Na+].C(O)CO, predict the reaction product. The product is: [C:12]([C:16]1[CH:21]=[CH:20][C:19]([C:2]2[CH:10]=[CH:9][CH:8]=[C:7]3[C:3]=2[CH2:4][CH2:5][C:6]3=[O:11])=[CH:18][CH:17]=1)([CH3:15])([CH3:14])[CH3:13]. (3) Given the reactants C([O:5][C:6](=[O:26])[CH2:7][CH:8]([CH3:25])[C:9]([C:11]1[N:16]2[N:17]=[C:18]([CH:20]3[CH2:22][CH2:21]3)[N:19]=[C:15]2[C:14]([O:23][CH3:24])=[CH:13][CH:12]=1)=[O:10])(C)(C)C, predict the reaction product. The product is: [CH:20]1([C:18]2[N:19]=[C:15]3[C:14]([O:23][CH3:24])=[CH:13][CH:12]=[C:11]([C:9](=[O:10])[CH:8]([CH3:25])[CH2:7][C:6]([OH:26])=[O:5])[N:16]3[N:17]=2)[CH2:22][CH2:21]1. (4) Given the reactants FC(F)(F)C(O)=O.[CH:8]1([C:13]([N:15]2[CH2:20][CH:19]([C:21]3[CH:26]=[CH:25][C:24]([CH2:27][CH3:28])=[CH:23][CH:22]=3)[CH2:18][CH:17]([NH2:29])[CH2:16]2)=[O:14])[CH2:12][CH2:11][CH2:10][CH2:9]1.[Cl:30][C:31]1[CH:32]=[C:33]([C:37](O)=[O:38])[CH:34]=[N:35][CH:36]=1, predict the reaction product. The product is: [Cl:30][C:31]1[CH:32]=[C:33]([C:37]([NH:29][CH:17]2[CH2:18][CH:19]([C:21]3[CH:22]=[CH:23][C:24]([CH2:27][CH3:28])=[CH:25][CH:26]=3)[CH2:20][N:15]([C:13]([CH:8]3[CH2:9][CH2:10][CH2:11][CH2:12]3)=[O:14])[CH2:16]2)=[O:38])[CH:34]=[N:35][CH:36]=1. (5) Given the reactants Cl[C:2]1[CH:7]=[CH:6][C:5]([C:8]2[C:13](=[O:14])[N:12]3[CH:15]=[CH:16][CH:17]=[CH:18][C:11]3=[N:10][C:9]=2[CH:19]([CH3:21])[CH3:20])=[CH:4][CH:3]=1.C(C1N=C2C=CC=CN2C(=O)C=1C1C=CC(Cl)=CC=1)CCC.[NH2:44][CH:45]1[CH2:49][CH2:48][N:47]([C:50]([O:52][C:53]([CH3:56])([CH3:55])[CH3:54])=[O:51])[CH2:46]1.NC1CCCN(C(OC(C)(C)C)=O)C1, predict the reaction product. The product is: [CH3:20][CH:19]([C:9]1[N:10]=[C:11]2[CH:18]=[CH:17][CH:16]=[CH:15][N:12]2[C:13](=[O:14])[C:8]=1[C:5]1[CH:6]=[CH:7][C:2]([NH:44][CH:45]2[CH2:49][CH2:48][N:47]([C:50]([O:52][C:53]([CH3:56])([CH3:55])[CH3:54])=[O:51])[CH2:46]2)=[CH:3][CH:4]=1)[CH3:21]. (6) Given the reactants [F:1][C:2]1[CH:40]=[CH:39][CH:38]=[C:37]([F:41])[C:3]=1[CH2:4][O:5][C:6]1[C:7]2[N:8]([C:13]([C:17]3[O:21][N:20]=[C:19]([CH2:22][C:23]([NH:26][C:27](=[O:36])[O:28]CC4C=CC=CC=4)([CH3:25])[CH3:24])[N:18]=3)=[C:14]([CH3:16])[N:15]=2)[CH:9]=[C:10]([CH3:12])[CH:11]=1, predict the reaction product. The product is: [CH:27]([OH:36])=[O:28].[F:41][C:37]1[CH:38]=[CH:39][CH:40]=[C:2]([F:1])[C:3]=1[CH2:4][O:5][C:6]1[C:7]2[N:8]([C:13]([C:17]3[O:21][N:20]=[C:19]([CH2:22][C:23]([CH3:25])([NH2:26])[CH3:24])[N:18]=3)=[C:14]([CH3:16])[N:15]=2)[CH:9]=[C:10]([CH3:12])[CH:11]=1.